From a dataset of Forward reaction prediction with 1.9M reactions from USPTO patents (1976-2016). Predict the product of the given reaction. (1) Given the reactants B.CSC.C1CCCCC=1.[F:11][C:12]1[CH:13]=[C:14]([NH:24][C:25]([C:27]2[CH:32]=[CH:31][CH:30]=[CH:29][N:28]=2)=[O:26])[CH:15]=[CH:16][C:17]=1[CH:18]([OH:23])[CH2:19][C:20]([CH3:22])=[CH2:21].[OH-:33].[Na+].OO.[Cl-].[NH4+], predict the reaction product. The product is: [OH:23][CH:18]([C:17]1[CH:16]=[CH:15][C:14]([NH:24][C:25]([C:27]2[CH:32]=[CH:31][CH:30]=[CH:29][N:28]=2)=[O:26])=[CH:13][C:12]=1[F:11])[CH2:19][CH:20]([CH3:22])[CH2:21][OH:33]. (2) Given the reactants [CH3:1][N:2]1[C:10]2[C:5](=[N:6][C:7]([C@H:17]([NH2:19])[CH3:18])=[C:8]([N:11]3[CH2:16][CH2:15][O:14][CH2:13][CH2:12]3)[CH:9]=2)[CH:4]=[CH:3]1.[NH2:20][C:21]1[N:26]=[C:25]([NH2:27])[C:24]([C:28]#[N:29])=[C:23](Cl)[N:22]=1.CCN(CC)CC.C(=O)(O)[O-].[Na+], predict the reaction product. The product is: [NH2:20][C:21]1[N:26]=[C:25]([NH2:27])[C:24]([C:28]#[N:29])=[C:23]([NH:19][C@@H:17]([C:7]2[N:6]=[C:5]3[CH:4]=[CH:3][N:2]([CH3:1])[C:10]3=[CH:9][C:8]=2[N:11]2[CH2:12][CH2:13][O:14][CH2:15][CH2:16]2)[CH3:18])[N:22]=1. (3) Given the reactants [CH3:1][CH:2]([CH3:11])[C:3](=O)[CH2:4][C:5]([O:7][CH2:8][CH3:9])=[O:6].C([O-])(=O)C.[NH4+:16], predict the reaction product. The product is: [NH2:16][C:3]([CH:2]([CH3:11])[CH3:1])=[CH:4][C:5]([O:7][CH2:8][CH3:9])=[O:6]. (4) Given the reactants [CH3:1][C:2]#[N:3].C([Li])CCC.Br[C:10]1[CH:15]=[CH:14][CH:13]=[C:12]([Br:16])[N:11]=1, predict the reaction product. The product is: [Br:16][C:12]1[N:11]=[C:10]([CH2:1][C:2]#[N:3])[CH:15]=[CH:14][CH:13]=1. (5) Given the reactants [CH3:1][O:2][C:3]1[CH:4]=[C:5]([C:11]2[C:22](=[NH:23])[N:21]([CH2:24][CH3:25])[C:14]3[N:15]=[C:16]([S:19][CH3:20])[N:17]=[CH:18][C:13]=3[CH:12]=2)[CH:6]=[C:7]([O:9][CH3:10])[CH:8]=1.[C:26](OC(=O)C)(=[O:28])[CH3:27], predict the reaction product. The product is: [CH3:10][O:9][C:7]1[CH:6]=[C:5]([C:11]2[C:22](=[N:23][C:26](=[O:28])[CH3:27])[N:21]([CH2:24][CH3:25])[C:14]3[N:15]=[C:16]([S:19][CH3:20])[N:17]=[CH:18][C:13]=3[CH:12]=2)[CH:4]=[C:3]([O:2][CH3:1])[CH:8]=1. (6) Given the reactants Br[CH2:2][C:3]([C:5]1[CH:10]=[CH:9][C:8]([Br:11])=[CH:7][N:6]=1)=[O:4].[NH:12]1[CH:16]=[CH:15][N:14]=[CH:13]1, predict the reaction product. The product is: [Br:11][C:8]1[CH:9]=[CH:10][C:5]([C:3](=[O:4])[CH2:2][N:12]2[CH:16]=[CH:15][N:14]=[CH:13]2)=[N:6][CH:7]=1. (7) Given the reactants [CH3:1][N:2]1[CH:11]([CH2:12][C:13]2[CH:18]=[CH:17][C:16]([O:19][CH3:20])=[CH:15][CH:14]=2)[C:10]2[C:5](=[CH:6][C:7]([O:23][CH3:24])=[C:8]([O:21][CH3:22])[CH:9]=2)[CH2:4][CH2:3]1.CN1[C@H](CC2C=C[C:40]([O:43]C)=CC=2)C2C=C(OC3C=C(C[C@H]4N(C)CCC5C=C(OC)C(OC)=CC4=5)C=CC=3O)C(OC)=CC=2CC1.C=O, predict the reaction product. The product is: [CH3:1][N:2]1[CH:11]([CH2:12][C:13]2[CH:18]=[CH:17][C:16]([O:19][CH3:20])=[CH:15][CH:14]=2)[C:10]2[C:5](=[CH:6][C:7]([O:23][CH3:24])=[C:8]([O:21][CH3:22])[CH:9]=2)[CH2:4][CH2:3]1.[CH2:40]=[O:43].